From a dataset of Forward reaction prediction with 1.9M reactions from USPTO patents (1976-2016). Predict the product of the given reaction. (1) Given the reactants [F:1][C:2]1[CH:7]=[CH:6][C:5]([S:8]([N:11]2[CH2:13][C@H:12]2[CH2:14][CH2:15][OH:16])(=[O:10])=[O:9])=[CH:4][CH:3]=1.[CH3:17][C:18]([Si:21](Cl)([CH3:23])[CH3:22])([CH3:20])[CH3:19].N1C=CN=C1, predict the reaction product. The product is: [Si:21]([O:16][CH2:15][CH2:14][C@@H:12]1[CH2:13][N:11]1[S:8]([C:5]1[CH:4]=[CH:3][C:2]([F:1])=[CH:7][CH:6]=1)(=[O:10])=[O:9])([C:18]([CH3:20])([CH3:19])[CH3:17])([CH3:23])[CH3:22]. (2) Given the reactants [CH3:1][CH:2]1[CH2:6][CH2:5][CH2:4][N:3]1[CH2:7][CH2:8][CH2:9][O:10][C:11]1[CH:16]=[CH:15][C:14]([C:17]2[N:18]3[C:22]([N:23]=[C:24]4C[CH2:29][CH2:28][CH2:27][CH2:26][C:25]=24)=[CH:21][CH:20]=[N:19]3)=[CH:13][CH:12]=1.ClCCCOC1C=CC(C2N3N=CC=C3N=C3C=2CCCC3)=CC=1.CC1CCCN1, predict the reaction product. The product is: [CH3:1][CH:2]1[CH2:6][CH2:5][CH2:4][N:3]1[CH2:7][CH2:8][CH2:9][O:10][C:11]1[CH:12]=[CH:13][C:14]([C:17]2[N:18]3[N:19]=[CH:20][CH:21]=[C:22]3[N:23]=[C:24]3[C:25]=2[CH2:26][CH2:27][CH2:28][CH2:29]3)=[CH:15][CH:16]=1.